Dataset: Reaction yield outcomes from USPTO patents with 853,638 reactions. Task: Predict the reaction yield, written as a fraction of the theoretical maximum amount of product (1.0 means a 100% yield; for example, 0.34 means a 34% yield). The reactants are O=P(Cl)(Cl)Cl.[CH:6]([C:9]1[N:14]=[C:13]([C:15]([OH:17])=O)[CH:12]=[CH:11][CH:10]=1)([CH3:8])[CH3:7].[C:18]([C:21]1[C:26]([NH2:27])=[C:25]([CH3:28])[C:24]([O:29][CH3:30])=[CH:23][CH:22]=1)(=[O:20])[CH3:19].C(=O)(O)[O-].[Na+]. The catalyst is N1C=CC=CC=1. The product is [C:18]([C:21]1[C:26]([NH:27][C:15]([C:13]2[CH:12]=[CH:11][CH:10]=[C:9]([CH:6]([CH3:7])[CH3:8])[N:14]=2)=[O:17])=[C:25]([CH3:28])[C:24]([O:29][CH3:30])=[CH:23][CH:22]=1)(=[O:20])[CH3:19]. The yield is 0.720.